Dataset: Peptide-MHC class I binding affinity with 185,985 pairs from IEDB/IMGT. Task: Regression. Given a peptide amino acid sequence and an MHC pseudo amino acid sequence, predict their binding affinity value. This is MHC class I binding data. (1) The peptide sequence is NSDTVDWSW. The MHC is HLA-A02:06 with pseudo-sequence HLA-A02:06. The binding affinity (normalized) is 0.744. (2) The peptide sequence is YERMCNILKG. The MHC is HLA-B44:02 with pseudo-sequence HLA-B44:02. The binding affinity (normalized) is 0.304. (3) The peptide sequence is QVGIFLICK. The MHC is HLA-B27:05 with pseudo-sequence HLA-B27:05. The binding affinity (normalized) is 0.0847.